Dataset: Forward reaction prediction with 1.9M reactions from USPTO patents (1976-2016). Task: Predict the product of the given reaction. (1) Given the reactants [NH:1]1[CH2:4][CH:3]([NH:5][C:6](=[O:22])[CH2:7][NH:8][C:9]2[C:17]3[C:12](=[CH:13][CH:14]=[C:15]([C:18]([F:21])([F:20])[F:19])[CH:16]=3)[NH:11][N:10]=2)[CH2:2]1.[C:23]([CH:25]1[CH2:30][CH2:29][C:28](=O)[CH2:27][CH2:26]1)#[N:24], predict the reaction product. The product is: [C:23]([CH:25]1[CH2:30][CH2:29][CH:28]([N:1]2[CH2:2][CH:3]([NH:5][C:6](=[O:22])[CH2:7][NH:8][C:9]3[C:17]4[C:12](=[CH:13][CH:14]=[C:15]([C:18]([F:20])([F:19])[F:21])[CH:16]=4)[NH:11][N:10]=3)[CH2:4]2)[CH2:27][CH2:26]1)#[N:24]. (2) Given the reactants F[P-](F)(F)(F)(F)F.N1(O[P+](N(C)C)(N(C)C)N(C)C)C2C=CC=CC=2N=N1.[C:28]([CH2:30][C:31]1([N:44]2[CH:48]=[C:47]([C:49]3[C:50]4[CH:57]=[CH:56][N:55](COCC[Si](C)(C)C)[C:51]=4[N:52]=[CH:53][N:54]=3)[CH:46]=[N:45]2)[CH2:34][N:33]([C:35]2[CH:36]=[CH:37][C:38]([C:41]([OH:43])=O)=[N:39][CH:40]=2)[CH2:32]1)#[N:29].Cl.[F:67][C:68]1([F:73])[CH2:71][CH:70]([NH2:72])[CH2:69]1.C(N(CC)C(C)C)(C)C.C([O-])(O)=O.[Na+].C(N)CN, predict the reaction product. The product is: [C:28]([CH2:30][C:31]1([N:44]2[CH:48]=[C:47]([C:49]3[C:50]4[CH:57]=[CH:56][NH:55][C:51]=4[N:52]=[CH:53][N:54]=3)[CH:46]=[N:45]2)[CH2:32][N:33]([C:35]2[CH:36]=[CH:37][C:38]([C:41]([NH:72][CH:70]3[CH2:71][C:68]([F:73])([F:67])[CH2:69]3)=[O:43])=[N:39][CH:40]=2)[CH2:34]1)#[N:29]. (3) The product is: [CH2:1]([O:3][C:4]([C:6]1[O:7][C:8]2[CH:15]=[CH:14][C:13]([Br:17])=[C:12]([OH:16])[C:9]=2[C:10]=1[CH3:11])=[O:5])[CH3:2]. Given the reactants [CH2:1]([O:3][C:4]([C:6]1[O:7][C:8]2[CH:15]=[CH:14][CH:13]=[C:12]([OH:16])[C:9]=2[C:10]=1[CH3:11])=[O:5])[CH3:2].[Br:17]N1C(=O)CCC1=O, predict the reaction product. (4) The product is: [CH3:24][O:23][C:21]1[CH:20]=[CH:19][C:17]2[N:18]=[C:14]([NH:13][C:10](=[O:11])[CH2:9][C:4]3[CH:5]=[CH:6][C:7]([Cl:8])=[C:2]([Cl:1])[CH:3]=3)[S:15][C:16]=2[CH:22]=1. Given the reactants [Cl:1][C:2]1[CH:3]=[C:4]([CH2:9][C:10](Cl)=[O:11])[CH:5]=[CH:6][C:7]=1[Cl:8].[NH2:13][C:14]1[S:15][C:16]2[CH:22]=[C:21]([O:23][CH3:24])[CH:20]=[CH:19][C:17]=2[N:18]=1, predict the reaction product. (5) The product is: [CH2:12]([O:11][C:9](=[O:10])[CH2:8][O:5][CH2:4][CH:1]1[CH2:3][CH2:2]1)[CH3:13]. Given the reactants [CH:1]1([CH2:4][OH:5])[CH2:3][CH2:2]1.[N+](=[CH:8][C:9]([O:11][CH2:12][CH3:13])=[O:10])=[N-], predict the reaction product. (6) Given the reactants [H-].[Na+].[NH:3]1[CH:7]=[N:6][CH:5]=[N:4]1.[Br:8][C:9]1[CH:10]=[N:11][CH:12]=[C:13]([N:15]2[CH2:19][CH2:18][CH2:17][C@H:16]2[CH2:20]Cl)[CH:14]=1.C([O-])(O)=O.[Na+], predict the reaction product. The product is: [Br:8][C:9]1[CH:10]=[N:11][CH:12]=[C:13]([N:15]2[CH2:19][CH2:18][CH2:17][C@H:16]2[CH2:20][N:3]2[CH:7]=[N:6][CH:5]=[N:4]2)[CH:14]=1. (7) Given the reactants Cl.[NH2:2][C:3]([C:5]1[O:6][C:7]2[CH:21]=[CH:20][C:19]([Br:22])=[CH:18][C:8]=2[C:9]=1[NH:10][C:11](=[O:17])[C@@H:12]1[CH2:16][CH2:15][CH2:14][NH:13]1)=[O:4].C=O.[C:25](O[BH-](OC(=O)C)OC(=O)C)(=O)C.[Na+].Cl, predict the reaction product. The product is: [NH2:2][C:3]([C:5]1[O:6][C:7]2[CH:21]=[CH:20][C:19]([Br:22])=[CH:18][C:8]=2[C:9]=1[NH:10][C:11](=[O:17])[C@@H:12]1[CH2:16][CH2:15][CH2:14][N:13]1[CH3:25])=[O:4].